Dataset: Forward reaction prediction with 1.9M reactions from USPTO patents (1976-2016). Task: Predict the product of the given reaction. Given the reactants [OH:1][C@@H:2]([CH2:15][NH:16][C:17]1[CH:22]=[CH:21][C:20]([N:23]2[CH2:28][CH2:27][O:26][CH2:25][C:24]2=[O:29])=[CH:19][CH:18]=1)[CH2:3][N:4]1[C:12](=[O:13])[C:11]2[C:6](=[CH:7][CH:8]=[CH:9][CH:10]=2)[C:5]1=[O:14].C(#N)C.C[C:34](C)=[O:35], predict the reaction product. The product is: [O:35]=[C:34]1[N:16]([C:17]2[CH:22]=[CH:21][C:20]([N:23]3[CH2:28][CH2:27][O:26][CH2:25][C:24]3=[O:29])=[CH:19][CH:18]=2)[CH2:15][C@H:2]([CH2:3][N:4]2[C:12](=[O:13])[C:11]3[C:6](=[CH:7][CH:8]=[CH:9][CH:10]=3)[C:5]2=[O:14])[O:1]1.